Task: Predict the reactants needed to synthesize the given product.. Dataset: Full USPTO retrosynthesis dataset with 1.9M reactions from patents (1976-2016) Given the product [Br:1][C:2]1[C:7]([C:8]2[CH:13]=[CH:12][CH:11]=[CH:10][CH:9]=2)=[N:6][N:5]([CH:16]2[CH2:17][CH2:18][CH2:19][CH2:20][O:15]2)[C:4](=[O:14])[CH:3]=1, predict the reactants needed to synthesize it. The reactants are: [Br:1][C:2]1[C:7]([C:8]2[CH:13]=[CH:12][CH:11]=[CH:10][CH:9]=2)=[N:6][NH:5][C:4](=[O:14])[CH:3]=1.[O:15]1[CH:20]=[CH:19][CH2:18][CH2:17][CH2:16]1.C1(C)C=CC(S([O-])(=O)=O)=CC=1.[NH+]1C=CC=CC=1.